Dataset: Forward reaction prediction with 1.9M reactions from USPTO patents (1976-2016). Task: Predict the product of the given reaction. (1) Given the reactants [F:1][C:2]1[CH:7]=[CH:6][C:5]([F:8])=[CH:4][C:3]=1[S:9]([N:12]([C:16]1[CH:21]=[CH:20][CH:19]=[C:18]([C:22]2[NH:23][N:24]=[CH:25][C:26]=2[C:27]2[CH:32]=[CH:31][N:30]=[CH:29][CH:28]=2)[C:17]=1[F:33])[CH2:13][O:14][CH3:15])(=[O:11])=[O:10].[CH:34]1(B(O)O)[CH2:36][CH2:35]1.C(=O)([O-])[O-].[Na+].[Na+].N1C=CC=CC=1C1C=CC=CN=1, predict the reaction product. The product is: [CH:34]1([N:24]2[CH:25]=[C:26]([C:27]3[CH:28]=[CH:29][N:30]=[CH:31][CH:32]=3)[C:22]([C:18]3[C:17]([F:33])=[C:16]([N:12]([CH2:13][O:14][CH3:15])[S:9]([C:3]4[CH:4]=[C:5]([F:8])[CH:6]=[CH:7][C:2]=4[F:1])(=[O:10])=[O:11])[CH:21]=[CH:20][CH:19]=3)=[N:23]2)[CH2:36][CH2:35]1. (2) Given the reactants [N:1]1[N:2]([CH2:6][CH2:7][O:8][C:9]2[CH:14]=[CH:13][C:12]([N+:15]([O-])=O)=[CH:11][CH:10]=2)[N:3]=[CH:4][CH:5]=1.NC1C=CC=CC=1, predict the reaction product. The product is: [N:1]1[N:2]([CH2:6][CH2:7][O:8][C:9]2[CH:14]=[CH:13][C:12]([NH2:15])=[CH:11][CH:10]=2)[N:3]=[CH:4][CH:5]=1. (3) Given the reactants [C:1]([C:4]1[CH:26]=[CH:25][C:7]([O:8][C:9]2[CH:18]=[C:17]3[C:12]([CH:13]([C:19]([O:21][CH2:22][CH3:23])=[O:20])[CH2:14][CH2:15][O:16]3)=[CH:11][C:10]=2[Cl:24])=[CH:6][CH:5]=1)(=[O:3])[NH2:2].Cl[C:28]1[N:33]=[C:32]([C:34]2[CH:39]=[CH:38][C:37]([C:40]([F:43])([F:42])[F:41])=[CH:36][CH:35]=2)[CH:31]=[CH:30][N:29]=1.CC(C1C=C(C(C)C)C(C2C=CC=CC=2P(C2CCCCC2)C2CCCCC2)=C(C(C)C)C=1)C.C([O-])([O-])=O.[Cs+].[Cs+], predict the reaction product. The product is: [Cl:24][C:10]1[CH:11]=[C:12]2[C:17](=[CH:18][C:9]=1[O:8][C:7]1[CH:6]=[CH:5][C:4]([C:1](=[O:3])[NH:2][C:28]3[N:33]=[C:32]([C:34]4[CH:35]=[CH:36][C:37]([C:40]([F:43])([F:41])[F:42])=[CH:38][CH:39]=4)[CH:31]=[CH:30][N:29]=3)=[CH:26][CH:25]=1)[O:16][CH2:15][CH2:14][CH:13]2[C:19]([O:21][CH2:22][CH3:23])=[O:20]. (4) Given the reactants C(OC([N:8](C(OC(C)(C)C)=O)[C:9]1[C:10]([C:26]2[O:30][C:29]([C:31]3[CH:36]=[CH:35][C:34]([CH2:37][N:38](C)[C:39](=O)OC(C)(C)C)=[CH:33][CH:32]=3)=[N:28][N:27]=2)=[N:11][C:12]([N:15]2[CH2:20][C@H:19]3[C@H:17]([CH:18]3[C:21](=[O:25])[N:22]([CH3:24])[CH3:23])[CH2:16]2)=[CH:13][N:14]=1)=O)(C)(C)C, predict the reaction product. The product is: [NH2:8][C:9]1[N:14]=[CH:13][C:12]([N:15]2[CH2:20][C@H:19]3[C@H:17]([CH:18]3[C:21]([N:22]([CH3:23])[CH3:24])=[O:25])[CH2:16]2)=[N:11][C:10]=1[C:26]1[O:30][C:29]([C:31]2[CH:32]=[CH:33][C:34]([CH2:37][NH:38][CH3:39])=[CH:35][CH:36]=2)=[N:28][N:27]=1. (5) The product is: [Br:1][C:2]1[CH:3]=[C:4]([CH:8]([O:12][Si:13]([C:16]([CH3:19])([CH3:18])[CH3:17])([CH3:15])[CH3:14])[CH2:9][CH:10]([OH:11])[CH2:22][CH:21]=[CH2:20])[CH:5]=[CH:6][CH:7]=1. Given the reactants [Br:1][C:2]1[CH:3]=[C:4]([CH:8]([O:12][Si:13]([C:16]([CH3:19])([CH3:18])[CH3:17])([CH3:15])[CH3:14])[CH2:9][CH:10]=[O:11])[CH:5]=[CH:6][CH:7]=1.[CH2:20]([Mg]Br)[CH:21]=[CH2:22], predict the reaction product.